Dataset: Full USPTO retrosynthesis dataset with 1.9M reactions from patents (1976-2016). Task: Predict the reactants needed to synthesize the given product. (1) Given the product [S:20]([C:17]1[CH:18]=[CH:19][C:14]([CH3:24])=[CH:15][CH:16]=1)([O:11][CH2:10][CH2:9][O:8][CH2:7][CH2:6][O:5][CH2:4][CH2:3][O:2][CH3:1])(=[O:22])=[O:21], predict the reactants needed to synthesize it. The reactants are: [CH3:1][O:2][CH2:3][CH2:4][O:5][CH2:6][CH2:7][O:8][CH2:9][CH2:10][OH:11].[OH-].[Na+].[C:14]1([CH3:24])[CH:19]=[CH:18][C:17]([S:20](Cl)(=[O:22])=[O:21])=[CH:16][CH:15]=1. (2) Given the product [Cl:1][C:2]1[CH:7]=[CH:6][C:5]([C:8]([C:11]2[N:15]([C:16]3[CH:21]=[CH:20][C:19]([F:22])=[CH:18][CH:17]=3)[C:14]([S:23][CH2:37][C:36]3[C:35]([F:39])=[CH:34][C:29]([O:30][CH2:31][C:32]#[N:33])=[CH:28][C:27]=3[F:26])=[N:13][CH:12]=2)([CH3:10])[CH3:9])=[CH:4][C:3]=1[O:24][CH3:25], predict the reactants needed to synthesize it. The reactants are: [Cl:1][C:2]1[CH:7]=[CH:6][C:5]([C:8]([C:11]2[N:15]([C:16]3[CH:21]=[CH:20][C:19]([F:22])=[CH:18][CH:17]=3)[C:14]([SH:23])=[N:13][CH:12]=2)([CH3:10])[CH3:9])=[CH:4][C:3]=1[O:24][CH3:25].[F:26][C:27]1[CH:28]=[C:29]([CH:34]=[C:35]([F:39])[C:36]=1[CH2:37]O)[O:30][CH2:31][C:32]#[N:33].C1C=CC(P(C2C=CC=CC=2)C2C=CC=CC=2)=CC=1.CC(OC(/N=N/C(OC(C)C)=O)=O)C. (3) Given the product [Cl:1][C:2]1[C:7]([C:8]2[CH:13]=[CH:12][CH:11]=[CH:10][CH:9]=2)=[N:6][N:5]=[C:4]2[N:14]([CH2:23][C:24]([N:31]([CH2:30][CH2:29][N:28]([CH3:33])[CH3:27])[CH3:32])=[O:25])[N:15]=[C:16]([C:17]3[CH:18]=[CH:19][CH:20]=[CH:21][CH:22]=3)[C:3]=12, predict the reactants needed to synthesize it. The reactants are: [Cl:1][C:2]1[C:7]([C:8]2[CH:13]=[CH:12][CH:11]=[CH:10][CH:9]=2)=[N:6][N:5]=[C:4]2[N:14]([CH2:23][C:24](O)=[O:25])[N:15]=[C:16]([C:17]3[CH:22]=[CH:21][CH:20]=[CH:19][CH:18]=3)[C:3]=12.[CH3:27][N:28]([CH3:33])[CH2:29][CH2:30][NH:31][CH3:32].C(N(C(C)C)CC)(C)C.F[P-](F)(F)(F)(F)F.N1(OC(N(C)C)=[N+](C)C)C2N=CC=CC=2N=N1. (4) Given the product [CH3:1][O:2][C:3]1[CH:8]=[C:7]([CH:9]([CH3:11])[CH2:10][OH:19])[CH:6]=[N:5][C:4]=1[N+:12]([O-:14])=[O:13], predict the reactants needed to synthesize it. The reactants are: [CH3:1][O:2][C:3]1[C:4]([N+:12]([O-:14])=[O:13])=[N:5][CH:6]=[C:7]([C:9]([CH3:11])=[CH2:10])[CH:8]=1.CSC.B.[OH:19]O.[OH-].[Na+]. (5) Given the product [Cl:14][CH2:15][C:16]1[N:13]=[C:9]2[S:10][C:11]([CH3:12])=[C:7]([CH:1]3[CH2:2][CH2:3][CH2:4][CH2:5][CH2:6]3)[N:8]2[C:18](=[O:19])[CH:17]=1, predict the reactants needed to synthesize it. The reactants are: [CH:1]1([C:7]2[N:8]=[C:9]([NH2:13])[S:10][C:11]=2[CH3:12])[CH2:6][CH2:5][CH2:4][CH2:3][CH2:2]1.[Cl:14][CH2:15][C:16](=O)[CH2:17][C:18](OCC)=[O:19].